From a dataset of Kinase inhibitor bioactivity data combining Ki, Kd, and IC50 measurements. Regression. Given a target protein amino acid sequence and a drug SMILES string, predict the binding affinity score between them. We predict KIBA score (integrated kinase binding score). Dataset: kiba. The compound is Nc1ncc(-c2ccoc2)c2scc(-c3ccc(NC(=O)Nc4ccccc4F)cc3)c12. The target protein (Q14680) has sequence MKDYDELLKYYELHETIGTGGFAKVKLACHILTGEMVAIKIMDKNTLGSDLPRIKTEIEALKNLRHQHICQLYHVLETANKIFMVLEYCPGGELFDYIISQDRLSEEETRVVFRQIVSAVAYVHSQGYAHRDLKPENLLFDEYHKLKLIDFGLCAKPKGNKDYHLQTCCGSLAYAAPELIQGKSYLGSEADVWSMGILLYVLMCGFLPFDDDNVMALYKKIMRGKYDVPKWLSPSSILLLQQMLQVDPKKRISMKNLLNHPWIMQDYNYPVEWQSKNPFIHLDDDCVTELSVHHRNNRQTMEDLISLWQYDHLTATYLLLLAKKARGKPVRLRLSSFSCGQASATPFTDIKSNNWSLEDVTASDKNYVAGLIDYDWCEDDLSTGAATPRTSQFTKYWTESNGVESKSLTPALCRTPANKLKNKENVYTPKSAVKNEEYFMFPEPKTPVNKNQHKREILTTPNRYTTPSKARNQCLKETPIKIPVNSTGTDKLMTGVISPE.... The KIBA score is 11.9.